Task: Regression. Given a peptide amino acid sequence and an MHC pseudo amino acid sequence, predict their binding affinity value. This is MHC class II binding data.. Dataset: Peptide-MHC class II binding affinity with 134,281 pairs from IEDB (1) The peptide sequence is GGIVNAQNAQLSNCS. The MHC is HLA-DQA10102-DQB10602 with pseudo-sequence HLA-DQA10102-DQB10602. The binding affinity (normalized) is 0.206. (2) The MHC is HLA-DPA10103-DPB10401 with pseudo-sequence HLA-DPA10103-DPB10401. The binding affinity (normalized) is 0.200. The peptide sequence is ASAAIFGHDGTVWAQ.